From a dataset of Catalyst prediction with 721,799 reactions and 888 catalyst types from USPTO. Predict which catalyst facilitates the given reaction. Reactant: Br[C:2]1[S:6][C:5]([C:7]2[CH:15]=[CH:14][C:10]([C:11]([OH:13])=[O:12])=[CH:9][CH:8]=2)=[CH:4][CH:3]=1.[OH:16][C:17]1[CH:22]=[CH:21][C:20](B(O)O)=[CH:19][CH:18]=1.Cl. Product: [OH:16][C:17]1[CH:22]=[CH:21][C:20]([C:2]2[S:6][C:5]([C:7]3[CH:15]=[CH:14][C:10]([C:11]([OH:13])=[O:12])=[CH:9][CH:8]=3)=[CH:4][CH:3]=2)=[CH:19][CH:18]=1. The catalyst class is: 6.